Dataset: Full USPTO retrosynthesis dataset with 1.9M reactions from patents (1976-2016). Task: Predict the reactants needed to synthesize the given product. (1) Given the product [OH:15][N:14]=[C:1]([C:3]1[CH:4]=[C:5]([CH:10]=[CH:11][C:12]=1[CH3:13])[C:6]([O:8][CH3:9])=[O:7])[NH2:2], predict the reactants needed to synthesize it. The reactants are: [C:1]([C:3]1[CH:4]=[C:5]([CH:10]=[CH:11][C:12]=1[CH3:13])[C:6]([O:8][CH3:9])=[O:7])#[N:2].[NH2:14][OH:15].Cl.C(N(CC)C(C)C)(C)C. (2) Given the product [Br:1][C:2]1([CH2:7][CH2:8][CH2:9][CH2:10][OH:11])[CH2:4][C:3]1([Br:6])[Br:5], predict the reactants needed to synthesize it. The reactants are: [Br:1][C:2]1([CH2:7][CH2:8][CH2:9][CH2:10][O:11]C(=O)C2C=CC(C)=CC=2)[CH2:4][C:3]1([Br:6])[Br:5].C(=O)([O-])[O-].[K+].[K+].O. (3) Given the product [CH:3]1[CH:4]=[C:5]2[CH:6]=[C:7]3[C:12](=[N:13][C:14]2=[CH:15][CH:2]=1)[CH:11]=[CH:10][CH:9]=[CH:8]3, predict the reactants needed to synthesize it. The reactants are: Cl[C:2]1[CH:3]=[C:4](C(O)=O)[C:5]2[C:14]([CH:15]=1)=[N:13][C:12]1[C:7](=[CH:8][CH:9]=[CH:10][CH:11]=1)[CH:6]=2.N1C2C(=CC=CC=2)C(=O)C1=O.Cl.